From a dataset of Catalyst prediction with 721,799 reactions and 888 catalyst types from USPTO. Predict which catalyst facilitates the given reaction. (1) Reactant: F[C:2]1[CH:10]=[CH:9][C:5]([C:6]([OH:8])=[O:7])=[CH:4][C:3]=1[N+:11]([O-:13])=[O:12].[NH2:14][C:15]1[CH:20]=[CH:19][CH:18]=[CH:17][CH:16]=1.Cl. Product: [NH:14]([C:2]1[CH:10]=[CH:9][C:5]([C:6]([OH:8])=[O:7])=[CH:4][C:3]=1[N+:11]([O-:13])=[O:12])[C:15]1[CH:20]=[CH:19][CH:18]=[CH:17][CH:16]=1. The catalyst class is: 40. (2) Reactant: [NH2:1][C:2]1[CH:11]=[C:10]([C:12]([O:14][CH3:15])=[O:13])[CH:9]=[CH:8][C:3]=1[C:4]([O:6]C)=O.[CH2:16]([N:18]=[C:19]=[O:20])[CH3:17].C(N(CC)CC)C. Product: [CH2:16]([N:18]1[C:4](=[O:6])[C:3]2[C:2](=[CH:11][C:10]([C:12]([O:14][CH3:15])=[O:13])=[CH:9][CH:8]=2)[NH:1][C:19]1=[O:20])[CH3:17]. The catalyst class is: 11. (3) Product: [C:1]([O:5][C:6](=[O:19])[NH:7][C:8]1[CH:13]=[C:12]([N:21]([CH3:20])[CH2:22][CH2:23][CH3:24])[C:11]([Cl:15])=[CH:10][C:9]=1[N+:16]([O-:18])=[O:17])([CH3:4])([CH3:3])[CH3:2]. The catalyst class is: 16. Reactant: [C:1]([O:5][C:6](=[O:19])[NH:7][C:8]1[CH:13]=[C:12](Cl)[C:11]([Cl:15])=[CH:10][C:9]=1[N+:16]([O-:18])=[O:17])([CH3:4])([CH3:3])[CH3:2].[CH3:20][NH:21][CH2:22][CH2:23][CH3:24]. (4) Reactant: [C:1]([O-:4])([O-])=O.[K+].[K+].O1CCOCCOCCOCCOCCOCC1.[F:25][C:26]1[CH:31]=[C:30]([N+:32]([O-:34])=[O:33])[C:29]([F:35])=[CH:28][C:27]=1O.CI. Product: [F:25][C:26]1[CH:31]=[C:30]([N+:32]([O-:34])=[O:33])[C:29]([F:35])=[CH:28][C:27]=1[O:4][CH3:1]. The catalyst class is: 131. (5) Product: [CH3:21][Sn:22]([CH3:24])([CH3:23])[C:17]1[S:13][C:14]([C:18]([NH2:20])=[O:19])=[N:15][CH:16]=1. Reactant: C[Si]([NH-])(C)C.C[Si]([NH-])(C)C.[Li+].[Li+].[S:13]1[CH:17]=[CH:16][N:15]=[C:14]1[C:18]([NH2:20])=[O:19].[CH3:21][Sn:22](Cl)([CH3:24])[CH3:23]. The catalyst class is: 1.